From a dataset of Full USPTO retrosynthesis dataset with 1.9M reactions from patents (1976-2016). Predict the reactants needed to synthesize the given product. (1) Given the product [I:1][C:2]1[CH:3]=[C:4]2[C:8](=[CH:9][CH:10]=1)[N:7]([CH:11]([CH3:13])[CH3:12])[N:6]=[CH:5]2.[I:1][C:2]1[CH:10]=[CH:9][C:8]2[C:4](=[CH:5][N:6]([CH:16]([CH3:17])[CH3:15])[N:7]=2)[CH:3]=1, predict the reactants needed to synthesize it. The reactants are: [I:1][C:2]1[CH:3]=[C:4]2[C:8](=[CH:9][CH:10]=1)[NH:7][N:6]=[CH:5]2.[CH:11](Br)([CH3:13])[CH3:12].[CH3:15][C:16]([O-])(C)[CH3:17].[K+].C(OCC)(=O)C. (2) The reactants are: Cl[C:2]1[CH:7]=[CH:6][C:5]([N+:8]([O-:10])=[O:9])=[CH:4][N:3]=1.O.[NH2:12][NH2:13]. Given the product [N+:8]([C:5]1[CH:6]=[CH:7][C:2]([NH:12][NH2:13])=[N:3][CH:4]=1)([O-:10])=[O:9], predict the reactants needed to synthesize it. (3) Given the product [CH:1]1([N:6]2[CH2:7][CH2:8][N:9]([C:12]([C:14]3[CH:15]=[C:16]4[C:20](=[CH:21][CH:22]=3)[N:19]([CH2:36][C:37]#[N:38])[C:18]([C:23]([N:25]3[CH2:26][CH2:27][C:28]([F:31])([F:32])[CH2:29][CH2:30]3)=[O:24])=[CH:17]4)=[O:13])[CH2:10][CH2:11]2)[CH2:5][CH2:4][CH2:3][CH2:2]1, predict the reactants needed to synthesize it. The reactants are: [CH:1]1([N:6]2[CH2:11][CH2:10][N:9]([C:12]([C:14]3[CH:15]=[C:16]4[C:20](=[CH:21][CH:22]=3)[NH:19][C:18]([C:23]([N:25]3[CH2:30][CH2:29][C:28]([F:32])([F:31])[CH2:27][CH2:26]3)=[O:24])=[CH:17]4)=[O:13])[CH2:8][CH2:7]2)[CH2:5][CH2:4][CH2:3][CH2:2]1.[H-].[Na+].Br[CH2:36][C:37]#[N:38]. (4) Given the product [CH:16]1([CH2:15][CH2:14][N:13]2[C:6]3[N:7]=[C:8]([C:11]#[N:12])[N:9]=[CH:10][C:5]=3[CH:4]=[C:3]2[CH2:2][N:31]2[CH2:32][CH2:33][C:28]([OH:34])([C:22]3[CH:23]=[CH:24][CH:25]=[CH:26][CH:27]=3)[CH2:29][CH2:30]2)[CH2:21][CH2:20][CH2:19][CH2:18][CH2:17]1, predict the reactants needed to synthesize it. The reactants are: Br[CH2:2][C:3]1[N:13]([CH2:14][CH2:15][CH:16]2[CH2:21][CH2:20][CH2:19][CH2:18][CH2:17]2)[C:6]2[N:7]=[C:8]([C:11]#[N:12])[N:9]=[CH:10][C:5]=2[CH:4]=1.[C:22]1([C:28]2([OH:34])[CH2:33][CH2:32][NH:31][CH2:30][CH2:29]2)[CH:27]=[CH:26][CH:25]=[CH:24][CH:23]=1.C(=O)([O-])[O-].[K+].[K+]. (5) The reactants are: [NH:1]1[C:9]2C(=CC=CC=2)[CH:3]=[CH:2]1.C([N:17]1[C:29]2[C:28]([OH:30])=[C:27]3[N:31](C(OC(C)(C)C)=O)[C:32]4[CH:33]=[CH:34][C:35]([Br:38])=[CH:36][C:37]=4[C:26]3=[CH:25][C:24]=2[C:23]2[C:18]1=[CH:19][CH:20]=[C:21]([Br:46])[CH:22]=2)(OC(C)(C)C)=O. Given the product [Br:46][C:21]1[CH:22]=[C:23]2[C:18](=[CH:19][CH:20]=1)[NH:17][C:29]1[C:28]([O:30][CH2:3][CH2:2][NH:1][CH3:9])=[C:27]3[NH:31][C:32]4[CH:33]=[CH:34][C:35]([Br:38])=[CH:36][C:37]=4[C:26]3=[CH:25][C:24]2=1, predict the reactants needed to synthesize it. (6) Given the product [ClH:49].[O:1]=[C:2]1[C@H:8]([CH2:9][C:10]([O:48][CH2:41][CH2:42][CH2:43][CH2:44][CH2:45][CH2:46][CH3:47])=[O:12])[CH2:7][C:6]2[CH:13]=[CH:14][C:15]([O:17][CH2:18][CH2:19][C:20]3[N:21]=[C:22]4[NH:27][CH2:26][CH2:25][CH2:24][N:23]4[CH:35]=3)=[CH:16][C:5]=2[CH2:4][N:3]1[CH2:36][C:37]([F:38])([F:39])[F:40], predict the reactants needed to synthesize it. The reactants are: [O:1]=[C:2]1[C@H:8]([CH2:9][C:10]([OH:12])=O)[CH2:7][C:6]2[CH:13]=[CH:14][C:15]([O:17][CH2:18][CH2:19][C:20]3[N:21]=[C:22]4[N:27](C(OC(C)(C)C)=O)[CH2:26][CH2:25][CH2:24][N:23]4[CH:35]=3)=[CH:16][C:5]=2[CH2:4][N:3]1[CH2:36][C:37]([F:40])([F:39])[F:38].[CH2:41]([OH:48])[CH2:42][CH2:43][CH2:44][CH2:45][CH2:46][CH3:47].[ClH:49].O1CCOCC1.